Dataset: Catalyst prediction with 721,799 reactions and 888 catalyst types from USPTO. Task: Predict which catalyst facilitates the given reaction. (1) Reactant: P(Cl)(Cl)(Cl)=O.[Cl:6][C:7]1[CH:12]=[C:11]([O:13][CH3:14])[CH:10]=[CH:9][C:8]=1[C:15]1[N:16]=[C:17]2[C:22]([CH3:23])=[CH:21][C:20]([CH:24]([CH2:27][CH3:28])[CH2:25][CH3:26])=[CH:19][N:18]2[C:29]=1[C:30]([NH2:32])=O. Product: [Cl:6][C:7]1[CH:12]=[C:11]([O:13][CH3:14])[CH:10]=[CH:9][C:8]=1[C:15]1[N:16]=[C:17]2[C:22]([CH3:23])=[CH:21][C:20]([CH:24]([CH2:27][CH3:28])[CH2:25][CH3:26])=[CH:19][N:18]2[C:29]=1[C:30]#[N:32]. The catalyst class is: 11. (2) Reactant: [OH:1][C:2]1[CH:10]=[CH:9][CH:8]=[CH:7][C:3]=1[C:4]([OH:6])=[O:5].CN(C)C=O.C([O-])([O-])=O.[K+].[K+].Br[CH2:23][CH3:24].[CH3:25][CH2:26]CCCC. Product: [CH2:25]([O:5][C:4](=[O:6])[C:3]1[CH:7]=[CH:8][CH:9]=[CH:10][C:2]=1[O:1][CH2:23][CH3:24])[CH3:26]. The catalyst class is: 6. (3) Reactant: [CH3:1][N:2]([CH3:8])[CH:3]1[CH2:7][CH2:6][NH:5][CH2:4]1.[I:9][C:10]1[CH:18]=[CH:17][C:13]([C:14](Cl)=[O:15])=[CH:12][CH:11]=1. Product: [I:9][C:10]1[CH:18]=[CH:17][C:13]([C:14]([N:5]2[CH2:6][CH2:7][CH:3]([N:2]([CH3:8])[CH3:1])[CH2:4]2)=[O:15])=[CH:12][CH:11]=1. The catalyst class is: 1. (4) Reactant: [Br:1][C:2]1[CH:3]=[CH:4][C:5]2[N:6]([C:8]([N+:16]([O-:18])=[O:17])=[C:9]([C:11](OCC)=[O:12])[N:10]=2)[CH:7]=1.[OH-].[NH4+:20]. Product: [Br:1][C:2]1[CH:3]=[CH:4][C:5]2[N:6]([C:8]([N+:16]([O-:18])=[O:17])=[C:9]([C:11]([NH2:20])=[O:12])[N:10]=2)[CH:7]=1. The catalyst class is: 1.